This data is from NCI-60 drug combinations with 297,098 pairs across 59 cell lines. The task is: Regression. Given two drug SMILES strings and cell line genomic features, predict the synergy score measuring deviation from expected non-interaction effect. (1) Drug 1: CCCCC(=O)OCC(=O)C1(CC(C2=C(C1)C(=C3C(=C2O)C(=O)C4=C(C3=O)C=CC=C4OC)O)OC5CC(C(C(O5)C)O)NC(=O)C(F)(F)F)O. Drug 2: CC1CCC2CC(C(=CC=CC=CC(CC(C(=O)C(C(C(=CC(C(=O)CC(OC(=O)C3CCCCN3C(=O)C(=O)C1(O2)O)C(C)CC4CCC(C(C4)OC)O)C)C)O)OC)C)C)C)OC. Cell line: SNB-75. Synergy scores: CSS=48.8, Synergy_ZIP=8.60, Synergy_Bliss=11.3, Synergy_Loewe=11.4, Synergy_HSA=11.8. (2) Drug 1: C1CCN(CC1)CCOC2=CC=C(C=C2)C(=O)C3=C(SC4=C3C=CC(=C4)O)C5=CC=C(C=C5)O. Drug 2: CN(CC1=CN=C2C(=N1)C(=NC(=N2)N)N)C3=CC=C(C=C3)C(=O)NC(CCC(=O)O)C(=O)O. Cell line: SK-MEL-5. Synergy scores: CSS=21.2, Synergy_ZIP=-3.03, Synergy_Bliss=3.24, Synergy_Loewe=-26.1, Synergy_HSA=-4.04. (3) Drug 1: CN(CC1=CN=C2C(=N1)C(=NC(=N2)N)N)C3=CC=C(C=C3)C(=O)NC(CCC(=O)O)C(=O)O. Drug 2: CC(C)CN1C=NC2=C1C3=CC=CC=C3N=C2N. Cell line: HOP-92. Synergy scores: CSS=11.5, Synergy_ZIP=1.11, Synergy_Bliss=2.44, Synergy_Loewe=-4.41, Synergy_HSA=1.00. (4) Synergy scores: CSS=46.1, Synergy_ZIP=-4.86, Synergy_Bliss=-1.91, Synergy_Loewe=-6.61, Synergy_HSA=-0.631. Drug 1: CC1=C(C(=CC=C1)Cl)NC(=O)C2=CN=C(S2)NC3=CC(=NC(=N3)C)N4CCN(CC4)CCO. Drug 2: N.N.Cl[Pt+2]Cl. Cell line: RXF 393. (5) Drug 1: CS(=O)(=O)CCNCC1=CC=C(O1)C2=CC3=C(C=C2)N=CN=C3NC4=CC(=C(C=C4)OCC5=CC(=CC=C5)F)Cl. Drug 2: CC1=C(C(=O)C2=C(C1=O)N3CC4C(C3(C2COC(=O)N)OC)N4)N. Cell line: NCIH23. Synergy scores: CSS=55.3, Synergy_ZIP=1.09, Synergy_Bliss=1.30, Synergy_Loewe=-7.14, Synergy_HSA=3.97.